Dataset: Forward reaction prediction with 1.9M reactions from USPTO patents (1976-2016). Task: Predict the product of the given reaction. (1) Given the reactants C([O:5][C:6]1[CH:11]=[C:10]([C:12]([CH3:15])([CH3:14])[CH3:13])[CH:9]=[C:8]([C:16]([CH3:19])([CH3:18])[CH3:17])[C:7]=1[CH2:20][NH:21][C:22](=O)[CH2:23][CH3:24])(=O)CC.[H-].[Al+3].[Li+].[H-].[H-].[H-], predict the reaction product. The product is: [C:16]([C:8]1[C:7]([CH2:20][NH:21][CH2:22][CH2:23][CH3:24])=[C:6]([OH:5])[CH:11]=[C:10]([C:12]([CH3:14])([CH3:13])[CH3:15])[CH:9]=1)([CH3:17])([CH3:18])[CH3:19]. (2) Given the reactants [F:1][C:2]1[CH:13]=[C:12]([C:14]2(O)[CH2:17][CH:16]([C:18]([N:20]3[CH2:24][CH2:23][CH2:22][CH2:21]3)=[O:19])[CH2:15]2)[CH:11]=[CH:10][C:3]=1[CH2:4][N:5]1[CH2:9][CH2:8][CH2:7][CH2:6]1.COCCN(S(F)(F)[F:36])CCOC.C(Cl)[Cl:40], predict the reaction product. The product is: [ClH:40].[F:1][C:2]1[CH:13]=[C:12]([C:14]2([F:36])[CH2:17][CH:16]([C:18]([N:20]3[CH2:24][CH2:23][CH2:22][CH2:21]3)=[O:19])[CH2:15]2)[CH:11]=[CH:10][C:3]=1[CH2:4][N:5]1[CH2:9][CH2:8][CH2:7][CH2:6]1. (3) Given the reactants [F:1][C:2]1[C:3]([C:9]2[N:13]([CH:14]3[CH2:19][CH2:18][O:17][CH2:16][CH2:15]3)[C:12]([CH3:20])=[N:11][CH:10]=2)=[N:4][C:5]([NH2:8])=[N:6][CH:7]=1.Br[C:22]1[CH:27]=[CH:26][C:25]([CH2:28][CH2:29][N:30]2[CH2:35][CH2:34][O:33][CH2:32][CH2:31]2)=[CH:24][CH:23]=1.CC(C1C=C(C(C)C)C(C2C=CC=CC=2P(C2CCCCC2)C2CCCCC2)=C(C(C)C)C=1)C.C([O-])([O-])=O.[Cs+].[Cs+], predict the reaction product. The product is: [F:1][C:2]1[C:3]([C:9]2[N:13]([CH:14]3[CH2:19][CH2:18][O:17][CH2:16][CH2:15]3)[C:12]([CH3:20])=[N:11][CH:10]=2)=[N:4][C:5]([NH:8][C:22]2[CH:23]=[CH:24][C:25]([CH2:28][CH2:29][N:30]3[CH2:31][CH2:32][O:33][CH2:34][CH2:35]3)=[CH:26][CH:27]=2)=[N:6][CH:7]=1.